This data is from Forward reaction prediction with 1.9M reactions from USPTO patents (1976-2016). The task is: Predict the product of the given reaction. (1) Given the reactants [C:1]([N:4]1[C:12]2[C:7](=[CH:8][C:9]([NH2:13])=[CH:10][CH:11]=2)[C:6]([NH:14][C:15](=[O:17])[CH3:16])=[N:5]1)(=[O:3])[CH3:2].[CH2:18]=[C:19]1[O:23][C:21](=[O:22])[CH2:20]1, predict the reaction product. The product is: [C:1]([N:4]1[C:12]2[C:7](=[CH:8][C:9]([NH:13][C:21](=[O:22])[CH2:20][C:19](=[O:23])[CH3:18])=[CH:10][CH:11]=2)[C:6]([NH:14][C:15](=[O:17])[CH3:16])=[N:5]1)(=[O:3])[CH3:2]. (2) Given the reactants Br.[N:2]1[CH:7]=[CH:6][C:5]([C:8]2[N:9]=[C:10]([SH:13])[S:11][CH:12]=2)=[CH:4][CH:3]=1.[OH-].[Na+], predict the reaction product. The product is: [N:2]1[CH:3]=[CH:4][C:5]([C:8]2[N:9]=[C:10]([SH:13])[S:11][CH:12]=2)=[CH:6][CH:7]=1.